Dataset: NCI-60 drug combinations with 297,098 pairs across 59 cell lines. Task: Regression. Given two drug SMILES strings and cell line genomic features, predict the synergy score measuring deviation from expected non-interaction effect. (1) Drug 1: CC1OCC2C(O1)C(C(C(O2)OC3C4COC(=O)C4C(C5=CC6=C(C=C35)OCO6)C7=CC(=C(C(=C7)OC)O)OC)O)O. Drug 2: CCC1=C2CN3C(=CC4=C(C3=O)COC(=O)C4(CC)O)C2=NC5=C1C=C(C=C5)O. Cell line: HCC-2998. Synergy scores: CSS=20.1, Synergy_ZIP=-8.46, Synergy_Bliss=-5.44, Synergy_Loewe=-0.853, Synergy_HSA=-0.0238. (2) Drug 1: C1=CC(=CC=C1C#N)C(C2=CC=C(C=C2)C#N)N3C=NC=N3. Drug 2: CC1C(C(CC(O1)OC2CC(CC3=C2C(=C4C(=C3O)C(=O)C5=CC=CC=C5C4=O)O)(C(=O)C)O)N)O. Cell line: UACC62. Synergy scores: CSS=61.3, Synergy_ZIP=-1.79, Synergy_Bliss=-0.381, Synergy_Loewe=-30.3, Synergy_HSA=1.71.